This data is from Forward reaction prediction with 1.9M reactions from USPTO patents (1976-2016). The task is: Predict the product of the given reaction. (1) Given the reactants COC1C=CC(C[O:8][C:9]2[CH:10]=[CH:11][C:12]([C:15]3[S:16][C:17]([C:20]([O:22][CH3:23])=[O:21])=[CH:18][N:19]=3)=[N:13][CH:14]=2)=CC=1, predict the reaction product. The product is: [OH:8][C:9]1[CH:10]=[CH:11][C:12]([C:15]2[S:16][C:17]([C:20]([O:22][CH3:23])=[O:21])=[CH:18][N:19]=2)=[N:13][CH:14]=1. (2) Given the reactants [CH:1]([N:4]([CH:22]([CH3:24])[CH3:23])[CH2:5][CH2:6][C@@H:7]([C:14]1[CH:19]=[C:18]([CH3:20])[CH:17]=[CH:16][C:15]=1[OH:21])[C:8]1[CH:13]=[CH:12][CH:11]=[CH:10][CH:9]=1)([CH3:3])[CH3:2].CCOCC.[C:30](Cl)(=[O:34])[CH2:31][CH2:32][CH3:33], predict the reaction product. The product is: [C:30]([O:21][C:15]1[CH:16]=[CH:17][C:18]([CH3:20])=[CH:19][C:14]=1[C@@H:7]([C:8]1[CH:13]=[CH:12][CH:11]=[CH:10][CH:9]=1)[CH2:6][CH2:5][N:4]([CH:1]([CH3:3])[CH3:2])[CH:22]([CH3:24])[CH3:23])(=[O:34])[CH2:31][CH2:32][CH3:33]. (3) Given the reactants [F:1][C:2]1[C:7]([F:8])=[CH:6][CH:5]=[CH:4][C:3]=1[C:9]1([O:14][CH3:15])[CH2:13][CH2:12][NH:11][CH2:10]1.C(N(CC)CC)C.I[CH2:24][CH2:25][CH3:26], predict the reaction product. The product is: [F:1][C:2]1[C:7]([F:8])=[CH:6][CH:5]=[CH:4][C:3]=1[C:9]1([O:14][CH3:15])[CH2:13][CH2:12][N:11]([CH2:24][CH2:25][CH3:26])[CH2:10]1. (4) Given the reactants [S:1]1[CH:5]=[CH:4][CH:3]=[C:2]1[S:6]([NH:9][C:10]1[CH:11]=[C:12]([O:24][C:25]([F:28])([F:27])[F:26])[CH:13]=[C:14]2[C:18]=1[NH:17][C:16]([C:19]([O:21]CC)=[O:20])=[CH:15]2)(=[O:8])=[O:7].[OH-].[Na+].O1CCCC1.Cl, predict the reaction product. The product is: [S:1]1[CH:5]=[CH:4][CH:3]=[C:2]1[S:6]([NH:9][C:10]1[CH:11]=[C:12]([O:24][C:25]([F:27])([F:28])[F:26])[CH:13]=[C:14]2[C:18]=1[NH:17][C:16]([C:19]([OH:21])=[O:20])=[CH:15]2)(=[O:7])=[O:8]. (5) Given the reactants Br[CH:2]=[C:3]1[CH2:8][CH2:7][N:6]([C:9]([O:11][C:12]([CH3:15])([CH3:14])[CH3:13])=[O:10])[CH2:5][CH2:4]1.[OH:16][C:17]1[CH:18]=[C:19](B(O)O)[CH:20]=[CH:21][CH:22]=1.P([O-])([O-])([O-])=O.[K+].[K+].[K+].O, predict the reaction product. The product is: [OH:16][C:17]1[CH:22]=[C:21]([CH:20]=[CH:19][CH:18]=1)[CH:2]=[C:3]1[CH2:8][CH2:7][N:6]([C:9]([O:11][C:12]([CH3:15])([CH3:14])[CH3:13])=[O:10])[CH2:5][CH2:4]1. (6) Given the reactants C(N(CC)CC)C.C(O[C:12](=[O:14])[CH3:13])(=O)C.[NH2:15][CH2:16][C:17]1[CH:18]=[CH:19][C:20]2[C:27]3([CH3:31])[C:28]([CH3:30])([CH3:29])[CH:23]([N:24]([C:32]([C:34]4[CH:42]=[CH:41][C:37]5[N:38]=[CH:39][NH:40][C:36]=5[CH:35]=4)=[O:33])[CH2:25][CH2:26]3)[CH2:22][C:21]=2[CH:43]=1.N, predict the reaction product. The product is: [N:38]1[C:37]2[CH:41]=[CH:42][C:34]([C:32]([N:24]3[CH2:25][CH2:26][C:27]4([CH3:31])[C:28]([CH3:30])([CH3:29])[CH:23]3[CH2:22][C:21]3[CH:43]=[C:17]([CH2:16][NH:15][C:12](=[O:14])[CH3:13])[CH:18]=[CH:19][C:20]=34)=[O:33])=[CH:35][C:36]=2[NH:40][CH:39]=1.